Task: Predict which catalyst facilitates the given reaction.. Dataset: Catalyst prediction with 721,799 reactions and 888 catalyst types from USPTO Reactant: [Br-].[CH3:2][O:3][C:4]1[CH:22]=[CH:21][C:7]([C:8](=[O:20])[CH2:9][N+:10]2[C:19]3[C:14](=[CH:15][CH:16]=[CH:17][CH:18]=3)[CH:13]=[CH:12][CH:11]=2)=[CH:6][CH:5]=1.[Cr](O[Cr]([O-])(=O)=O)([O-])(=O)=O.C(=O)(O)[O-].[Na+].[C:37](#[N:40])[CH:38]=[CH2:39]. Product: [C:37]([C:38]1[CH:39]=[C:9]([C:8](=[O:20])[C:7]2[CH:6]=[CH:5][C:4]([O:3][CH3:2])=[CH:22][CH:21]=2)[N:10]2[C:19]3[C:14](=[CH:15][CH:16]=[CH:17][CH:18]=3)[CH:13]=[CH:12][C:11]=12)#[N:40]. The catalyst class is: 9.